Dataset: Full USPTO retrosynthesis dataset with 1.9M reactions from patents (1976-2016). Task: Predict the reactants needed to synthesize the given product. (1) The reactants are: [SH2:1].[C:2]([CH2:4][C:5]([O:7][CH2:8][CH3:9])=[O:6])#[N:3]. Given the product [NH2:3][C:2](=[S:1])[CH2:4][C:5]([O:7][CH2:8][CH3:9])=[O:6], predict the reactants needed to synthesize it. (2) Given the product [OH:44][CH2:43][C@@H:20]([NH:8][CH2:9][C@H:10]([OH:19])[CH2:11][O:12][C:13]1[CH:14]=[CH:15][CH:16]=[CH:17][CH:18]=1)[CH2:21][C:22]1[CH:27]=[CH:26][C:25]([NH:28][C:29]([NH:31][C:32]2[CH:33]=[C:34]([CH:40]=[CH:41][CH:42]=2)[C:35]([O:37][CH2:38][CH3:39])=[O:36])=[O:30])=[CH:24][CH:23]=1, predict the reactants needed to synthesize it. The reactants are: C(OC([N:8]([C@H:20]([CH2:43][O:44][Si](C)(C)C)[CH2:21][C:22]1[CH:27]=[CH:26][C:25]([NH:28][C:29]([NH:31][C:32]2[CH:33]=[C:34]([CH:40]=[CH:41][CH:42]=2)[C:35]([O:37][CH2:38][CH3:39])=[O:36])=[O:30])=[CH:24][CH:23]=1)[CH2:9][C@H:10]([OH:19])[CH2:11][O:12][C:13]1[CH:18]=[CH:17][CH:16]=[CH:15][CH:14]=1)=O)(C)(C)C.FC(F)(F)C(O)=O. (3) Given the product [Cl:1][C:2]1[N:6]([CH3:7])[N:5]=[CH:4][C:3]=1[C@H:8]([NH:9][S@:10]([C:12]([CH3:15])([CH3:14])[CH3:13])=[O:11])[CH3:16], predict the reactants needed to synthesize it. The reactants are: [Cl:1][C:2]1[N:6]([CH3:7])[N:5]=[CH:4][C:3]=1/[CH:8]=[N:9]/[S@:10]([C:12]([CH3:15])([CH3:14])[CH3:13])=[O:11].[CH3:16][Mg]Br.[Cl-].[NH4+]. (4) Given the product [Cl:15][C:16]1[S:20][C:19]2[C:21]3([O:42][CH2:43][C:44]([F:45])([F:46])[C:18]=2[CH:17]=1)[CH2:22][CH2:23][N:24]([CH2:27][C:28]1[C:29]([CH3:41])=[N:30][N:31]([C:33]2[C:38]([CH2:39][N:51]4[C:47](=[O:57])[C:48]5[C:49](=[CH:53][CH:54]=[CH:55][CH:56]=5)[C:50]4=[O:52])=[CH:37][CH:36]=[CH:35][N:34]=2)[CH:32]=1)[CH2:25][CH2:26]3, predict the reactants needed to synthesize it. The reactants are: N(C(OC(C)C)=O)=NC(OC(C)C)=O.[Cl:15][C:16]1[S:20][C:19]2[C:21]3([O:42][CH2:43][C:44]([F:46])([F:45])[C:18]=2[CH:17]=1)[CH2:26][CH2:25][N:24]([CH2:27][C:28]1[C:29]([CH3:41])=[N:30][N:31]([C:33]2[C:38]([CH2:39]O)=[CH:37][CH:36]=[CH:35][N:34]=2)[CH:32]=1)[CH2:23][CH2:22]3.[C:47]1(=[O:57])[NH:51][C:50](=[O:52])[C:49]2=[CH:53][CH:54]=[CH:55][CH:56]=[C:48]12.C1(P(C2C=CC=CC=2)C2C=CC=CC=2)C=CC=CC=1. (5) Given the product [CH:1]1([C@H:4]([NH:6][C:7]2[N:12]=[C:11]([NH:13][C@@H:14]([CH:16]3[CH2:17][CH2:18]3)[CH3:15])[N:10]=[C:9]([C:19]3[N:24]=[C:23]([C:25]([OH:27])=[O:26])[CH:22]=[CH:21][CH:20]=3)[N:8]=2)[CH3:5])[CH2:2][CH2:3]1, predict the reactants needed to synthesize it. The reactants are: [CH:1]1([C@H:4]([NH:6][C:7]2[N:12]=[C:11]([NH:13][C@@H:14]([CH:16]3[CH2:18][CH2:17]3)[CH3:15])[N:10]=[C:9]([C:19]3[N:24]=[C:23]([C:25]([O:27]C)=[O:26])[CH:22]=[CH:21][CH:20]=3)[N:8]=2)[CH3:5])[CH2:3][CH2:2]1.[OH-].[Li+].Cl.